This data is from Forward reaction prediction with 1.9M reactions from USPTO patents (1976-2016). The task is: Predict the product of the given reaction. (1) Given the reactants [Br:1]Br.[N+:3]([C:6]1[CH:7]=[C:8]2[C:12](=[CH:13][CH:14]=1)[NH:11][CH2:10][CH2:9]2)([O-:5])=[O:4], predict the reaction product. The product is: [Br:1][C:13]1[CH:14]=[C:6]([N+:3]([O-:5])=[O:4])[CH:7]=[C:8]2[C:12]=1[NH:11][CH2:10][CH2:9]2. (2) The product is: [NH2:1][C:2]1[N:3]=[C:4]([C:8]([O:10][CH2:15][CH3:16])=[O:9])[CH:5]=[CH:6][CH:7]=1. Given the reactants [NH2:1][C:2]1[CH:7]=[CH:6][CH:5]=[C:4]([C:8]([OH:10])=[O:9])[N:3]=1.O=S(Cl)Cl.[CH2:15](O)[CH3:16], predict the reaction product.